This data is from CYP2C9 inhibition data for predicting drug metabolism from PubChem BioAssay. The task is: Regression/Classification. Given a drug SMILES string, predict its absorption, distribution, metabolism, or excretion properties. Task type varies by dataset: regression for continuous measurements (e.g., permeability, clearance, half-life) or binary classification for categorical outcomes (e.g., BBB penetration, CYP inhibition). Dataset: cyp2c9_veith. (1) The compound is O=c1c(-c2cc(F)cc(F)c2)nc2cncnc2n1Cc1ccc(F)cc1. The result is 1 (inhibitor). (2) The result is 1 (inhibitor). The drug is Cc1ccc(S(=O)(=O)/C=C\C#N)cc1. (3) The drug is CS(=O)(=O)O.O[C@@H](c1cc(C(F)(F)F)nc2c(Cl)cc(Cl)cc12)[C@@H]1CCCCN1. The result is 0 (non-inhibitor). (4) The compound is CC(C)CC1NC(=S)N(C2CCCCC2)C1=O. The result is 1 (inhibitor). (5) The molecule is CCN1C[C@]2(C)CC[C@H](O)[C@]34[C@@H]1[C@@H](C[C@H]32)[C@@]1(O)C[C@H](OC)[C@H]2C[C@@H]4[C@H]1[C@@H]2O. The result is 0 (non-inhibitor). (6) The result is 1 (inhibitor). The drug is O=C(CC1CCCCC1)N1CCC(c2nc(-c3ccc(S(=O)(=O)N4CCCC4)cc3)no2)CC1. (7) The compound is C/C(=N\OC(=O)NC1CCCCC1)c1sc(-c2ccccc2)nc1C. The result is 1 (inhibitor).